Dataset: Reaction yield outcomes from USPTO patents with 853,638 reactions. Task: Predict the reaction yield, written as a fraction of the theoretical maximum amount of product (1.0 means a 100% yield; for example, 0.34 means a 34% yield). (1) The product is [CH3:21][P:19]([C:16]1[CH:17]=[CH:18][C:13]([NH:12][C:4]2[N:3]=[C:2]([NH:30][CH2:31][CH2:32][C:33]3[C:41]4[C:36](=[CH:37][CH:38]=[CH:39][CH:40]=4)[NH:35][CH:34]=3)[C:7]([C:8]([F:11])([F:10])[F:9])=[CH:6][N:5]=2)=[CH:14][CH:15]=1)([CH3:22])=[O:20]. The reactants are Cl[C:2]1[C:7]([C:8]([F:11])([F:10])[F:9])=[CH:6][N:5]=[C:4]([NH:12][C:13]2[CH:18]=[CH:17][C:16]([P:19]([CH3:22])([CH3:21])=[O:20])=[CH:15][CH:14]=2)[N:3]=1.C(N(CC)CC)C.[NH2:30][CH2:31][CH2:32][C:33]1[C:41]2[C:36](=[CH:37][CH:38]=[CH:39][CH:40]=2)[NH:35][CH:34]=1. The catalyst is C(O)C. The yield is 0.810. (2) The product is [C:46]([C:50]1[CH:67]=[CH:66][C:53]([CH2:54][N:55]([CH2:56][CH2:57][C:58]2[CH:63]=[CH:62][C:61]([F:64])=[C:60]([Cl:65])[CH:59]=2)[C:12]([C:9]2[C:10]([F:11])=[C:2]([Cl:1])[CH:3]=[C:4]3[C:8]=2[NH:7][CH:6]=[CH:5]3)=[O:14])=[CH:52][CH:51]=1)([CH3:49])([CH3:47])[CH3:48]. The catalyst is CN(C=O)C.O. The reactants are [Cl:1][C:2]1[CH:3]=[C:4]2[C:8](=[C:9]([C:12]([OH:14])=O)[C:10]=1[F:11])[NH:7][CH:6]=[CH:5]2.CN(C(ON1N=NC2C=CC=CC1=2)=[N+](C)C)C.[B-](F)(F)(F)F.C(N(CC)C(C)C)(C)C.[C:46]([C:50]1[CH:67]=[CH:66][C:53]([CH2:54][NH:55][CH2:56][CH2:57][C:58]2[CH:63]=[CH:62][C:61]([F:64])=[C:60]([Cl:65])[CH:59]=2)=[CH:52][CH:51]=1)([CH3:49])([CH3:48])[CH3:47]. The yield is 0.520. (3) The reactants are C(O)(=O)C.Cl.[CH3:6][O:7][C:8]([N:10]1[CH2:15][CH2:14][CH2:13][CH:12]([NH:16]C(C2C=CC=CC=2)(C2C=CC=CC=2)C2C=CC=CC=2)[CH2:11]1)=[O:9]. The catalyst is C(#N)C. The product is [CH3:6][O:7][C:8]([N:10]1[CH2:15][CH2:14][CH2:13][CH:12]([NH2:16])[CH2:11]1)=[O:9]. The yield is 0.950. (4) The reactants are [CH2:1]([N:3]([CH2:51][CH3:52])[CH2:4][CH2:5][O:6][C:7]1[C:12]([C:13]2[CH:14]=[N:15][C:16]([NH:28][C:29]([NH:31][CH2:32][CH3:33])=[O:30])=[CH:17][C:18]=2[C:19]2[S:20][CH:21]=[C:22]([C:24]([F:27])([F:26])[F:25])[N:23]=2)=[CH:11][C:10]([C:34]2[O:38][C:37]([C@@H:39]([NH:43]C(=O)OC(C)(C)C)[CH:40]([CH3:42])[CH3:41])=[N:36][N:35]=2)=[CH:9][N:8]=1)[CH3:2].[ClH:53]. The catalyst is CO.O1CCOCC1. The product is [ClH:53].[NH2:43][CH:39]([C:37]1[O:38][C:34]([C:10]2[CH:11]=[C:12]([C:13]3[CH:14]=[N:15][C:16]([NH:28][C:29]([NH:31][CH2:32][CH3:33])=[O:30])=[CH:17][C:18]=3[C:19]3[S:20][CH:21]=[C:22]([C:24]([F:25])([F:27])[F:26])[N:23]=3)[C:7]([O:6][CH2:5][CH2:4][N:3]([CH2:51][CH3:52])[CH2:1][CH3:2])=[N:8][CH:9]=2)=[N:35][N:36]=1)[CH:40]([CH3:41])[CH3:42]. The yield is 0.800. (5) The reactants are [NH2:1][C@H:2]1[C:8](=[O:9])[N:7]([CH2:10][C:11]2[CH:16]=[CH:15][CH:14]=[CH:13][CH:12]=2)[CH2:6][C:5]2[CH:17]=[C:18]([NH:22][C:23](=[O:29])[O:24][C:25]([CH3:28])([CH3:27])[CH3:26])[C:19]([CH3:21])=[CH:20][C:4]=2[CH2:3]1.[C:30](=O)(O)[O-:31].[Na+].C(Cl)(Cl)=O.C1(C)C=CC=CC=1.C(O)(=O)C.[O:50]=[C:51]1[N:60]([CH:61]2[CH2:66][CH2:65][NH:64][CH2:63][CH2:62]2)[CH2:59][C:58]2[C:53](=[CH:54][CH:55]=[CH:56][CH:57]=2)[NH:52]1. The catalyst is ClCCl. The product is [CH2:10]([N:7]1[C:8](=[O:9])[C@H:2]([NH:1][C:30]([N:64]2[CH2:65][CH2:66][CH:61]([N:60]3[CH2:59][C:58]4[C:53](=[CH:54][CH:55]=[CH:56][CH:57]=4)[NH:52][C:51]3=[O:50])[CH2:62][CH2:63]2)=[O:31])[CH2:3][C:4]2[CH:20]=[C:19]([CH3:21])[C:18]([NH:22][C:23](=[O:29])[O:24][C:25]([CH3:26])([CH3:28])[CH3:27])=[CH:17][C:5]=2[CH2:6]1)[C:11]1[CH:12]=[CH:13][CH:14]=[CH:15][CH:16]=1. The yield is 0.940. (6) The reactants are [Br:1][C:2]1[CH:3]=[C:4]([C:13]([O:15][CH3:16])=[O:14])[CH:5]=[N:6][C:7]=1[CH2:8][NH:9][CH2:10][CH2:11][OH:12].[C:17](O[C:17]([O:19][C:20]([CH3:23])([CH3:22])[CH3:21])=[O:18])([O:19][C:20]([CH3:23])([CH3:22])[CH3:21])=[O:18].CCN(CC)CC. The catalyst is C1COCC1. The product is [Br:1][C:2]1[C:7]([CH2:8][N:9]([C:17]([O:19][C:20]([CH3:23])([CH3:22])[CH3:21])=[O:18])[CH2:10][CH2:11][OH:12])=[N:6][CH:5]=[C:4]([CH:3]=1)[C:13]([O:15][CH3:16])=[O:14]. The yield is 0.820. (7) The reactants are [C:1]([CH2:4][CH2:5][CH2:6][CH2:7][CH2:8][CH2:9][CH2:10][CH2:11][CH2:12][CH2:13][CH2:14][CH2:15][CH2:16][CH2:17][CH2:18][CH2:19][CH2:20][NH:21][C:22](=[O:28])/[CH:23]=[CH:24]\[C:25]([OH:27])=O)([OH:3])=[O:2].C([O-])(=O)C.[Na+]. No catalyst specified. The product is [C:22]1(=[O:28])[N:21]([CH2:20][CH2:19][CH2:18][CH2:17][CH2:16][CH2:15][CH2:14][CH2:13][CH2:12][CH2:11][CH2:10][CH2:9][CH2:8][CH2:7][CH2:6][CH2:5][CH2:4][C:1]([OH:3])=[O:2])[C:25](=[O:27])[CH:24]=[CH:23]1. The yield is 0.450. (8) The reactants are [CH3:1][N:2]1[C:6]([Sn](CCCC)(CCCC)CCCC)=[CH:5][N:4]=[N:3]1.Br[C:21]1[CH:22]=[C:23]([C:27]([O:29][CH3:30])=[O:28])[S:24][C:25]=1[Cl:26].C(N(CC)CC)C. The catalyst is Cl[Pd](Cl)([P](C1C=CC=CC=1)(C1C=CC=CC=1)C1C=CC=CC=1)[P](C1C=CC=CC=1)(C1C=CC=CC=1)C1C=CC=CC=1.C1(C)C=CC=CC=1. The product is [Cl:26][C:25]1[S:24][C:23]([C:27]([O:29][CH3:30])=[O:28])=[CH:22][C:21]=1[C:6]1[N:2]([CH3:1])[N:3]=[N:4][CH:5]=1. The yield is 0.320.